From a dataset of Reaction yield outcomes from USPTO patents with 853,638 reactions. Predict the reaction yield, written as a fraction of the theoretical maximum amount of product (1.0 means a 100% yield; for example, 0.34 means a 34% yield). (1) The reactants are [CH3:1][NH:2][C:3]([C:5]1[N:9]([CH3:10])[C:8]2[S:11][CH:12]=[CH:13][C:7]=2[CH:6]=1)=O.[H-].[H-].[H-].[H-].[Li+].[Al+3]. The catalyst is C1COCC1. The product is [CH3:10][N:9]1[C:5]([CH2:3][NH:2][CH3:1])=[CH:6][C:7]2[CH:13]=[CH:12][S:11][C:8]1=2. The yield is 1.00. (2) The reactants are C1C=C[NH+]=CC=1.[O-][Cr](Cl)(=O)=O.[C:12]12([CH2:22][OH:23])[CH2:21][CH:16]3[CH2:17][CH:18]([CH2:20][CH:14]([CH2:15]3)[CH2:13]1)[CH2:19]2. No catalyst specified. The product is [C:12]12([CH:22]=[O:23])[CH2:19][CH:18]3[CH2:17][CH:16]([CH2:15][CH:14]([CH2:20]3)[CH2:13]1)[CH2:21]2. The yield is 0.890. (3) The product is [Br:1][C:2]1[CH:7]=[CH:6][C:5]([C@@H:8]([NH:10][C:11](=[O:12])[O:13][C:14]([CH3:17])([CH3:16])[CH3:15])[CH3:9])=[CH:4][CH:3]=1. The reactants are [Br:1][C:2]1[CH:7]=[CH:6][C:5]([C@@H:8]([NH2:10])[CH3:9])=[CH:4][CH:3]=1.[C:11](O[C:11]([O:13][C:14]([CH3:17])([CH3:16])[CH3:15])=[O:12])([O:13][C:14]([CH3:17])([CH3:16])[CH3:15])=[O:12].C(N(CC)CC)C. The yield is 0.980. The catalyst is ClCCl. (4) The reactants are [Cl-].O[NH3+:3].[C:4](=[O:7])([O-])[OH:5].[Na+].CS(C)=O.[F:13][C:14]1[CH:47]=[CH:46][C:45]([F:48])=[CH:44][C:15]=1[O:16][C:17]1[C:22](=[O:23])[N:21]([CH2:24][C:25]2[CH:30]=[CH:29][C:28]([C:31]3[C:32]([C:37]#[N:38])=[CH:33][CH:34]=[CH:35][CH:36]=3)=[CH:27][CH:26]=2)[C:20]([CH2:39][CH2:40][CH3:41])=[N:19][C:18]=1[CH2:42][CH3:43]. The catalyst is C(OCC)(=O)C. The product is [F:13][C:14]1[CH:47]=[CH:46][C:45]([F:48])=[CH:44][C:15]=1[O:16][C:17]1[C:22](=[O:23])[N:21]([CH2:24][C:25]2[CH:26]=[CH:27][C:28]([C:31]3[CH:36]=[CH:35][CH:34]=[CH:33][C:32]=3[C:37]3[NH:3][C:4](=[O:7])[O:5][N:38]=3)=[CH:29][CH:30]=2)[C:20]([CH2:39][CH2:40][CH3:41])=[N:19][C:18]=1[CH2:42][CH3:43]. The yield is 0.570. (5) The reactants are [CH3:1][O:2][CH2:3][CH2:4][O:5][C:6]1[CH:7]=[N:8][C:9]([C:14]#[C:15][Si](C)(C)C)=[C:10]([CH:13]=1)[C:11]#[N:12].C(=O)([O-])[O-:21].[Na+].[Na+].OO.S([O-])([O-])(=O)=S.[Na+].[Na+]. The catalyst is CC(C)=O.CO. The product is [NH4+:8].[OH-:2].[C:14]([C:9]1[N:8]=[CH:7][C:6]([O:5][CH2:4][CH2:3][O:2][CH3:1])=[CH:13][C:10]=1[C:11]([NH2:12])=[O:21])#[CH:15]. The yield is 0.0100. (6) The reactants are [CH3:1][C:2]1[CH:12]=[C:11]([CH:13]=[CH2:14])[CH:10]=[CH:9][C:3]=1[C:4]([O:6][CH2:7][CH3:8])=[O:5].Br[CH:16]([C:21]1[CH:26]=[C:25]([Cl:27])[CH:24]=[C:23]([Cl:28])[CH:22]=1)[C:17]([F:20])([F:19])[F:18].N1C=CC=CC=1C1C=CC=CN=1. The catalyst is ClC1C=CC=CC=1Cl.[Cu]Cl. The product is [Cl:27][C:25]1[CH:26]=[C:21]([CH:16]([C:17]([F:20])([F:18])[F:19])/[CH:14]=[CH:13]/[C:11]2[CH:10]=[CH:9][C:3]([C:4]([O:6][CH2:7][CH3:8])=[O:5])=[C:2]([CH3:1])[CH:12]=2)[CH:22]=[C:23]([Cl:28])[CH:24]=1. The yield is 0.400.